Dataset: Catalyst prediction with 721,799 reactions and 888 catalyst types from USPTO. Task: Predict which catalyst facilitates the given reaction. (1) Reactant: [Br:1][C:2]1[N:3]=[C:4]2[C:10]([C:11]([O:13]C)=[O:12])=[CH:9][N:8](COC(=O)C(C)(C)C)[C:5]2=[N:6][CH:7]=1.[OH-].[K+]. Product: [Br:1][C:2]1[N:3]=[C:4]2[C:10]([C:11]([OH:13])=[O:12])=[CH:9][NH:8][C:5]2=[N:6][CH:7]=1. The catalyst class is: 127. (2) Reactant: CN(C(ON1N=NC2C=CC=NC1=2)=[N+](C)C)C.F[P-](F)(F)(F)(F)F.[NH2:25][C:26]1[C:27]([C:36]([OH:38])=O)=[CH:28][C:29]2[C:34]([CH:35]=1)=[CH:33][CH:32]=[CH:31][CH:30]=2.[NH2:39][C@@H:40]([C@H:48]1[CH2:53][CH2:52][CH2:51][CH:50]([OH:54])[CH2:49]1)[C:41]([O:43][C:44]([CH3:47])([CH3:46])[CH3:45])=[O:42].C(N(CC)C(C)C)(C)C.C([O-])(O)=O.[Na+]. Product: [NH2:25][C:26]1[C:27]([C:36]([NH:39][C@@H:40]([C@H:48]2[CH2:53][CH2:52][CH2:51][C@@H:50]([OH:54])[CH2:49]2)[C:41]([O:43][C:44]([CH3:47])([CH3:46])[CH3:45])=[O:42])=[O:38])=[CH:28][C:29]2[C:34]([CH:35]=1)=[CH:33][CH:32]=[CH:31][CH:30]=2. The catalyst class is: 39. (3) Reactant: CS(O[CH2:6][CH2:7][C:8]1[CH:13]=[CH:12][C:11]([N+:14]([O-:16])=[O:15])=[CH:10][C:9]=1[CH2:17][CH2:18][N:19]=[N+]=[N-])(=O)=O.CS(OCCC1C=C([N+]([O-])=O)C=CC=1CCN=[N+]=[N-])(=O)=O. Product: [N+:14]([C:11]1[CH:12]=[CH:13][C:8]2[CH2:7][CH2:6][NH:19][CH2:18][CH2:17][C:9]=2[CH:10]=1)([O-:16])=[O:15]. The catalyst class is: 19.